Predict the reactants needed to synthesize the given product. From a dataset of Full USPTO retrosynthesis dataset with 1.9M reactions from patents (1976-2016). Given the product [CH3:28][N:29]([CH3:34])[CH2:30][C:31]([NH:1][CH2:2][C:3]1([C:16]2[CH:21]=[CH:20][CH:19]=[C:18]([C:22]3[CH:23]=[N:24][N:25]([CH3:27])[CH:26]=3)[CH:17]=2)[CH2:4][CH2:5][N:6]([C:9]([O:11][C:12]([CH3:15])([CH3:14])[CH3:13])=[O:10])[CH2:7][CH2:8]1)=[O:32], predict the reactants needed to synthesize it. The reactants are: [NH2:1][CH2:2][C:3]1([C:16]2[CH:21]=[CH:20][CH:19]=[C:18]([C:22]3[CH:23]=[N:24][N:25]([CH3:27])[CH:26]=3)[CH:17]=2)[CH2:8][CH2:7][N:6]([C:9]([O:11][C:12]([CH3:15])([CH3:14])[CH3:13])=[O:10])[CH2:5][CH2:4]1.[CH3:28][N:29]([CH3:34])[CH2:30][C:31](O)=[O:32].F[P-](F)(F)(F)(F)F.N1(OC(N(C)C)=[N+](C)C)C2N=CC=CC=2N=N1.